This data is from Forward reaction prediction with 1.9M reactions from USPTO patents (1976-2016). The task is: Predict the product of the given reaction. (1) Given the reactants [NH:1]1[CH:5]=[C:4]([C:6]2[C:7]3[CH:14]=[CH:13][N:12]([CH2:15][O:16][CH2:17][CH2:18][Si:19]([CH3:22])([CH3:21])[CH3:20])[C:8]=3[N:9]=[CH:10][N:11]=2)[CH:3]=[N:2]1.[C:23](#[N:30])[CH:24]=[CH:25][CH2:26][CH2:27][CH2:28][CH3:29].N12CCCN=C1CCCCC2, predict the reaction product. The product is: [CH3:20][Si:19]([CH3:22])([CH3:21])[CH2:18][CH2:17][O:16][CH2:15][N:12]1[C:8]2[N:9]=[CH:10][N:11]=[C:6]([C:4]3[CH:5]=[N:1][N:2]([CH:25]([CH2:26][CH2:27][CH2:28][CH3:29])[CH2:24][C:23]#[N:30])[CH:3]=3)[C:7]=2[CH:14]=[CH:13]1. (2) Given the reactants O.C1(C)C=CC(S(O)(=O)=O)=CC=1.Cl[C:14]1[CH:19]=[CH:18][N:17]=[CH:16][C:15]=1[F:20].[Cl:21][C:22]1[CH:23]=[N:24][NH:25][CH:26]=1.C(=O)(O)[O-].[Na+], predict the reaction product. The product is: [Cl:21][C:22]1[CH:23]=[N:24][N:25]([C:14]2[CH:19]=[CH:18][N:17]=[CH:16][C:15]=2[F:20])[CH:26]=1. (3) Given the reactants [CH2:1]([N:5]=[C:6]=[O:7])[CH2:2][CH2:3][CH3:4].[NH2:8][C:9]1[C:18]2[N:19]=[C:20]([CH2:27][CH2:28][CH2:29][CH3:30])[N:21]([CH2:22][CH2:23][CH2:24][CH2:25][NH2:26])[C:17]=2[C:16]2[N:15]=[CH:14][CH:13]=[CH:12][C:11]=2[N:10]=1, predict the reaction product. The product is: [NH2:8][C:9]1[C:18]2[N:19]=[C:20]([CH2:27][CH2:28][CH2:29][CH3:30])[N:21]([CH2:22][CH2:23][CH2:24][CH2:25][NH:26][C:6]([NH:5][CH2:1][CH2:2][CH2:3][CH3:4])=[O:7])[C:17]=2[C:16]2[N:15]=[CH:14][CH:13]=[CH:12][C:11]=2[N:10]=1. (4) The product is: [CH:11]([OH:12])=[O:29].[NH2:23][C:20]1[N:21]=[CH:22][C:17]([C:3]2[CH:4]=[CH:5][C:6]([C:25]3[CH:41]=[CH:40][CH:39]=[CH:38][C:26]=3[CH2:27][S:28]([N:31]3[CH2:36][CH2:35][NH:34][C:33](=[O:37])[CH2:32]3)(=[O:30])=[O:29])=[CH:7][C:2]=2[F:1])=[N:18][CH:19]=1. Given the reactants [F:1][C:2]1[CH:7]=[C:6](B2[O:12][C:11](C)(C)C(C)(C)O2)[CH:5]=[CH:4][C:3]=1[C:17]1[N:18]=[CH:19][C:20]([NH2:23])=[N:21][CH:22]=1.Br[C:25]1[CH:41]=[CH:40][CH:39]=[CH:38][C:26]=1[CH2:27][S:28]([N:31]1[CH2:36][CH2:35][NH:34][C:33](=[O:37])[CH2:32]1)(=[O:30])=[O:29], predict the reaction product. (5) The product is: [F:20][C:17]1[CH:18]=[CH:19][C:14]([C:12]2[C:3]3[C:2](=[C:7]([C:8]([F:11])([F:10])[F:9])[CH:6]=[CH:5][CH:4]=3)[NH:23][N:22]=2)=[CH:15][CH:16]=1. Given the reactants F[C:2]1[C:7]([C:8]([F:11])([F:10])[F:9])=[CH:6][CH:5]=[CH:4][C:3]=1[C:12]([C:14]1[CH:19]=[CH:18][C:17]([F:20])=[CH:16][CH:15]=1)=O.O.[NH2:22][NH2:23].CCOC(C)=O.Cl, predict the reaction product. (6) The product is: [NH2:16][C:17]1[S:18]/[C:19](=[CH:14]\[C:11]2[CH:12]=[C:13]3[C:8](=[CH:9][CH:10]=2)[N:7]=[CH:6][CH:5]=[C:4]3[O:3][CH2:1][CH3:2])/[C:20](=[O:22])[N:21]=1. Given the reactants [CH2:1]([O:3][C:4]1[C:13]2[C:8](=[CH:9][CH:10]=[C:11]([CH:14]=O)[CH:12]=2)[N:7]=[CH:6][CH:5]=1)[CH3:2].[NH2:16][C:17]1[S:18][CH2:19][C:20](=[O:22])[N:21]=1.C([O-])(=O)C.[Na+], predict the reaction product. (7) Given the reactants [CH2:1]([C:3]1[N:13]([C:14]2[CH:19]=[CH:18][C:17]([CH2:20][CH2:21][NH:22][CH3:23])=[CH:16][CH:15]=2)[C:6]2=[N:7][C:8]([CH3:12])=[CH:9][C:10]([CH3:11])=[C:5]2[N:4]=1)[CH3:2].[C:24]1([CH3:36])[CH:29]=[CH:28][C:27]([S:30]([N:33]=[C:34]=[O:35])(=[O:32])=[O:31])=[CH:26][CH:25]=1, predict the reaction product. The product is: [CH2:1]([C:3]1[N:13]([C:14]2[CH:15]=[CH:16][C:17]([CH2:20][CH2:21][N:22]([CH3:23])[C:34]([NH:33][S:30]([C:27]3[CH:26]=[CH:25][C:24]([CH3:36])=[CH:29][CH:28]=3)(=[O:31])=[O:32])=[O:35])=[CH:18][CH:19]=2)[C:6]2=[N:7][C:8]([CH3:12])=[CH:9][C:10]([CH3:11])=[C:5]2[N:4]=1)[CH3:2]. (8) Given the reactants C[O:2][C:3](=[O:43])[C:4]1[CH:9]=[CH:8][C:7]([NH:10][C:11]([C@H:13]2[C@H:17]([C:18]3[CH:23]=[CH:22][CH:21]=[C:20]([Cl:24])[C:19]=3[F:25])[C@:16]([C:28]3[CH:33]=[CH:32][C:31]([Cl:34])=[CH:30][C:29]=3[F:35])([C:26]#[N:27])[C@H:15]([CH2:36][C:37]([CH3:40])([CH3:39])[CH3:38])[NH:14]2)=[O:12])=[C:6]([O:41][CH3:42])[CH:5]=1.[CH3:44][C:45]([OH:47])=[O:46].C(O[BH-](O[C:58](=O)[CH3:59])OC(=O)C)(=O)C.[Na+].[Li+].[OH-].[CH2:64]1[CH2:68]OC[CH2:65]1, predict the reaction product. The product is: [Cl:24][C:20]1[C:19]([F:25])=[C:18]([C@@H:17]2[C@:16]([C:28]3[CH:33]=[CH:32][C:31]([Cl:34])=[CH:30][C:29]=3[F:35])([C:26]#[N:27])[C@H:15]([CH2:36][C:37]([CH3:40])([CH3:38])[CH3:39])[N:14]([CH2:65][C@H:64]3[CH2:68][C@@H:44]3[C:45]([O:47][CH2:58][CH3:59])=[O:46])[C@H:13]2[C:11]([NH:10][C:7]2[CH:8]=[CH:9][C:4]([C:3]([OH:2])=[O:43])=[CH:5][C:6]=2[O:41][CH3:42])=[O:12])[CH:23]=[CH:22][CH:21]=1. (9) The product is: [CH:5]1([C:8]([C@H:10]2[C@H:15]([CH3:16])[CH2:14][C@H:13]3[C@H:17]4[C:26]([C@@H:27]([C:29]5[CH:34]=[CH:33][C:32]([C:35]6[CH:36]=[N:37][CH:38]=[CH:39][CH:40]=6)=[CH:31][CH:30]=5)[CH2:28][C@:11]23[CH3:12])=[C:25]2[C:20](=[CH:21][C:22](=[N:2][OH:3])[CH2:23][CH2:24]2)[CH2:19][CH2:18]4)=[O:9])[CH2:7][CH2:6]1. Given the reactants Cl.[NH2:2][OH:3].O.[CH:5]1([C:8]([C@H:10]2[C@H:15]([CH3:16])[CH2:14][C@H:13]3[C@H:17]4[C:26]([C@@H:27]([C:29]5[CH:34]=[CH:33][C:32]([C:35]6[CH:36]=[N:37][CH:38]=[CH:39][CH:40]=6)=[CH:31][CH:30]=5)[CH2:28][C@:11]23[CH3:12])=[C:25]2[C:20](=[CH:21][C:22](=O)[CH2:23][CH2:24]2)[CH2:19][CH2:18]4)=[O:9])[CH2:7][CH2:6]1, predict the reaction product.